From a dataset of Full USPTO retrosynthesis dataset with 1.9M reactions from patents (1976-2016). Predict the reactants needed to synthesize the given product. (1) Given the product [CH3:1][C:2]([CH3:10])([CH3:9])[CH2:3][C:4]([C:5](=[CH:19][C:11]1[CH:16]=[CH:15][C:14]([CH3:17])=[CH:13][CH:12]=1)[C:6]#[N:7])=[O:8], predict the reactants needed to synthesize it. The reactants are: [CH3:1][C:2]([CH3:10])([CH3:9])[CH2:3][C:4](=[O:8])[CH2:5][C:6]#[N:7].[C:11]1([CH3:19])[CH:16]=[CH:15][C:14]([CH:17]=O)=[CH:13][CH:12]=1.N1CCCCC1.C(O)(=O)C. (2) Given the product [O:9]1[CH2:10][CH2:11][O:12][CH:8]1[C:5]([CH3:7])([CH3:6])[CH2:4][CH2:3][C:2]#[N:14], predict the reactants needed to synthesize it. The reactants are: Cl[CH2:2][CH2:3][CH2:4][C:5]([CH:8]1[O:12][CH2:11][CH2:10][O:9]1)([CH3:7])[CH3:6].[C-]#[N:14].[Na+]. (3) Given the product [CH3:2]/[C:3](=[CH:10]\[CH3:11])/[CH2:4][O:5][CH:6]1[CH2:9][N:8]([C:56](=[O:57])/[CH:55]=[CH:54]/[C:49]2[CH:48]=[C:47]3[C:52](=[N:51][CH:50]=2)[NH:53][C:44](=[O:43])[CH2:45][CH2:46]3)[CH2:7]1, predict the reactants needed to synthesize it. The reactants are: Cl.[CH3:2]/[C:3](=[CH:10]\[CH3:11])/[CH2:4][O:5][CH:6]1[CH2:9][NH:8][CH2:7]1.CCN=C=NCCCN(C)C.C1C=CC2N(O)N=NC=2C=1.C(N(C(C)C)CC)(C)C.Cl.[O:43]=[C:44]1[NH:53][C:52]2[N:51]=[CH:50][C:49](/[CH:54]=[CH:55]/[C:56](O)=[O:57])=[CH:48][C:47]=2[CH2:46][CH2:45]1. (4) Given the product [Cl:15][C:16]1[CH:17]=[C:18]([CH:22]=[CH:23][CH:24]=1)[C:19]([NH:21][C:2]1[CH:14]=[CH:13][CH:12]=[C:4]([O:5][C:6]2[CH:7]=[N:8][CH:9]=[N:10][CH:11]=2)[CH:3]=1)=[O:20], predict the reactants needed to synthesize it. The reactants are: Br[C:2]1[CH:3]=[C:4]([CH:12]=[CH:13][CH:14]=1)[O:5][C:6]1[CH:7]=[N:8][CH:9]=[N:10][CH:11]=1.[Cl:15][C:16]1[CH:17]=[C:18]([CH:22]=[CH:23][CH:24]=1)[C:19]([NH2:21])=[O:20].CC([O-])(C)C.[Na+].CC1(C)C2C(=C(P(C3C=CC=CC=3)C3C=CC=CC=3)C=CC=2)OC2C(P(C3C=CC=CC=3)C3C=CC=CC=3)=CC=CC1=2. (5) Given the product [CH3:46][O:45][C:42]1[N:41]=[CH:40][C:39]([CH2:38][C:33]2[C:31](=[O:32])[N:23]=[C:1]([O:3][CH2:4][CH2:5][C:6]3[CH:7]=[CH:8][C:9]([O:12][C:13]4[CH:18]=[CH:17][CH:16]=[C:15]([C:19]([F:22])([F:21])[F:20])[N:14]=4)=[CH:10][CH:11]=3)[NH:2][CH:34]=2)=[CH:44][N:43]=1, predict the reactants needed to synthesize it. The reactants are: [C:1](=[NH:23])([O:3][CH2:4][CH2:5][C:6]1[CH:11]=[CH:10][C:9]([O:12][C:13]2[CH:18]=[CH:17][CH:16]=[C:15]([C:19]([F:22])([F:21])[F:20])[N:14]=2)=[CH:8][CH:7]=1)[NH2:2].FC(F)(F)C([O-])=O.[CH:31]([CH:33]([CH2:38][C:39]1[CH:40]=[N:41][C:42]([O:45][CH3:46])=[N:43][CH:44]=1)[C:34](OC)=O)=[O:32].C([O-])([O-])=O.[K+].[K+]. (6) Given the product [CH2:16]([N:23]1[CH2:28][CH2:27][O:26][CH:25]([C:29]([C:31]2[CH:36]=[CH:35][CH:34]=[CH:33][CH:32]=2)([OH:30])[CH2:7][C:8]2[CH:13]=[CH:12][CH:11]=[CH:10][C:9]=2[O:14][CH3:15])[CH2:24]1)[C:17]1[CH:18]=[CH:19][CH:20]=[CH:21][CH:22]=1, predict the reactants needed to synthesize it. The reactants are: [Mg].BrCCBr.Cl[CH2:7][C:8]1[CH:13]=[CH:12][CH:11]=[CH:10][C:9]=1[O:14][CH3:15].[CH2:16]([N:23]1[CH2:28][CH2:27][O:26][CH:25]([C:29]([C:31]2[CH:36]=[CH:35][CH:34]=[CH:33][CH:32]=2)=[O:30])[CH2:24]1)[C:17]1[CH:22]=[CH:21][CH:20]=[CH:19][CH:18]=1. (7) The reactants are: Br[C:2]1[CH:3]=[C:4]2[C:8](=[CH:9][CH:10]=1)[N:7](C(OC(C)(C)C)=O)[N:6]=[CH:5]2.[CH:18]1([CH2:21][NH:22][C:23](=[O:39])[C:24]2[CH:29]=[CH:28][CH:27]=[C:26](B3OC(C)(C)C(C)(C)O3)[CH:25]=2)[CH2:20]C1.[C:40](=O)([O-])[O-].[Na+].[Na+]. Given the product [CH:21]1([NH:22][C:23](=[O:39])[C:24]2[CH:25]=[CH:26][C:27]([CH3:40])=[C:28]([C:2]3[CH:3]=[C:4]4[C:8](=[CH:9][CH:10]=3)[NH:7][N:6]=[CH:5]4)[CH:29]=2)[CH2:18][CH2:20]1, predict the reactants needed to synthesize it. (8) Given the product [CH3:1][O:2][C:3]1[CH:4]=[CH:5][C:6]([CH:9]2[CH2:16][CH:10]2[C:11]([O:13][CH3:14])=[O:12])=[CH:7][CH:8]=1, predict the reactants needed to synthesize it. The reactants are: [CH3:1][O:2][C:3]1[CH:8]=[CH:7][C:6](/[CH:9]=[CH:10]/[C:11]([O:13][CH3:14])=[O:12])=[CH:5][CH:4]=1.Cl[CH2:16]Cl.